From a dataset of Full USPTO retrosynthesis dataset with 1.9M reactions from patents (1976-2016). Predict the reactants needed to synthesize the given product. (1) The reactants are: CC1(C)[O:6][C:5](=[CH:7][C:8]([N:10]([CH2:13][C:14]2[CH:19]=[CH:18][C:17]([F:20])=[CH:16][CH:15]=2)[O:11][CH3:12])=[O:9])[C:4](=[O:21])O1.[CH3:23][N:24]1[C:28]([C:29]([F:32])([F:31])[F:30])=[CH:27][C:26]([C:33]2[S:37][C:36]([S:38]([NH2:41])(=[O:40])=[O:39])=[CH:35][CH:34]=2)=[N:25]1. Given the product [F:20][C:17]1[CH:16]=[CH:15][C:14]([CH2:13][N:10]([O:11][CH3:12])[C:8](=[O:9])[CH:7]=[C:5]([OH:6])[C:4]([NH:41][S:38]([C:36]2[S:37][C:33]([C:26]3[CH:27]=[C:28]([C:29]([F:31])([F:30])[F:32])[N:24]([CH3:23])[N:25]=3)=[CH:34][CH:35]=2)(=[O:40])=[O:39])=[O:21])=[CH:19][CH:18]=1, predict the reactants needed to synthesize it. (2) Given the product [I-:1].[CH2:25]([N:28]([C:19]1[CH:18]=[CH:17][C:16]2[C:21]([CH:20]=1)=[S+:22][C:23]1[C:14](=[CH:13][CH:12]=[C:11]([N:7]([CH2:8][CH2:9][CH3:10])[CH2:4][CH2:5][CH3:6])[CH:24]=1)[N:15]=2)[CH2:29][CH3:30])[CH3:26], predict the reactants needed to synthesize it. The reactants are: [I-:1].[I-].[I-].[CH2:4]([N:7]([C:11]1[CH:12]=[CH:13][C:14]2[C:23]([CH:24]=1)=[S+:22][C:21]1[C:16](=[CH:17][CH:18]=[CH:19][CH:20]=1)[N:15]=2)[CH2:8][CH2:9][CH3:10])[CH2:5][CH3:6].[CH2:25]([N:28](C1C=CC2C(C=1)=[S+]C1C(=CC=CC=1)N=2)[CH2:29][CH2:30]C)[CH2:26]C.C(N(C1C=CC2C(C=1)=[S+]C1C(=CC=CC=1)N=2)CCC)CC.C(NCC)C. (3) The reactants are: [Cl:1][C:2]1[CH:3]=[C:4]([CH:7]=[CH:8][C:9]=1[O:10]C)[C:5]#[N:6].B(Br)(Br)Br. Given the product [Cl:1][C:2]1[CH:3]=[C:4]([CH:7]=[CH:8][C:9]=1[OH:10])[C:5]#[N:6], predict the reactants needed to synthesize it. (4) Given the product [CH3:29][C:28]([CH3:31])([CH3:30])[CH2:27][C:14]1[N:13]=[C:12]([CH2:11][O:10][C:6]2[N:5]=[CH:4][N:3]=[C:2](/[CH:40]=[CH:41]/[C:42]([O:44][CH2:45][CH3:46])=[O:43])[C:7]=2[O:8][CH3:9])[CH:17]=[CH:16][C:15]=1[C:18]1[CH:23]=[C:22]([O:24][CH3:25])[CH:21]=[CH:20][C:19]=1[F:26], predict the reactants needed to synthesize it. The reactants are: Cl[C:2]1[C:7]([O:8][CH3:9])=[C:6]([O:10][CH2:11][C:12]2[CH:17]=[CH:16][C:15]([C:18]3[CH:23]=[C:22]([O:24][CH3:25])[CH:21]=[CH:20][C:19]=3[F:26])=[C:14]([CH2:27][C:28]([CH3:31])([CH3:30])[CH3:29])[N:13]=2)[N:5]=[CH:4][N:3]=1.CC1(C)C(C)(C)OB([CH:40]=[CH:41][C:42]([O:44][CH2:45][CH3:46])=[O:43])O1.C(=O)([O-])[O-].[Cs+].[Cs+].C1(P(C2CCCCC2)C2C=CC=CC=2C2C(OC)=CC=CC=2OC)CCCCC1. (5) Given the product [Br:28][C:26]1[CH:27]=[C:22]([NH:1][C:2]2[N:7]=[CH:6][C:5]([C:8]3[CH2:13][CH2:12][N:11]([C:14]([O:16][C:17]([CH3:20])([CH3:19])[CH3:18])=[O:15])[CH2:10][CH:9]=3)=[CH:4][CH:3]=2)[C:23](=[O:30])[N:24]([CH3:29])[CH:25]=1, predict the reactants needed to synthesize it. The reactants are: [NH2:1][C:2]1[N:7]=[CH:6][C:5]([CH:8]2[CH2:13][CH2:12][N:11]([C:14]([O:16][C:17]([CH3:20])([CH3:19])[CH3:18])=[O:15])[CH2:10][CH2:9]2)=[CH:4][CH:3]=1.Br[C:22]1[C:23](=[O:30])[N:24]([CH3:29])[CH:25]=[C:26]([Br:28])[CH:27]=1.C(=O)([O-])[O-].[Cs+].[Cs+].CC1(C)C2C(=C(P(C3C=CC=CC=3)C3C=CC=CC=3)C=CC=2)OC2C(P(C3C=CC=CC=3)C3C=CC=CC=3)=CC=CC1=2. (6) Given the product [CH3:21][S:18]([O:22][CH:14]1[CH2:15][CH2:16][O:8][CH:7]([C:6]2[N:2]([CH3:1])[N:3]=[C:4]([C:9]([F:10])([F:11])[F:12])[CH:5]=2)[CH2:13]1)(=[O:20])=[O:19], predict the reactants needed to synthesize it. The reactants are: [CH3:1][N:2]1[C:6]([CH:7]=[O:8])=[CH:5][C:4]([C:9]([F:12])([F:11])[F:10])=[N:3]1.[CH2:13](O)[CH2:14][CH:15]=[CH2:16].[S:18]([OH:22])([CH3:21])(=[O:20])=[O:19].C([O-])([O-])=O.[Na+].[Na+].CCOC(C)=O.O(C(C)C)C(C)C. (7) Given the product [CH3:18][O:19][C:20]1[CH:25]=[CH:24][C:23]([NH:26][C:1](=[O:10])[CH:2]=[CH:3][C:4]2[CH:9]=[CH:8][CH:7]=[CH:6][CH:5]=2)=[CH:22][CH:21]=1, predict the reactants needed to synthesize it. The reactants are: [C:1](Cl)(=[O:10])[CH:2]=[CH:3][C:4]1[CH:9]=[CH:8][CH:7]=[CH:6][CH:5]=1.N1C=CC=CC=1.[CH3:18][O:19][C:20]1[CH:25]=[CH:24][C:23]([NH2:26])=[CH:22][CH:21]=1. (8) Given the product [CH2:1]([C@H:8]1[CH2:9][N:10]([C:14]2[CH:19]=[CH:18][C:17]([O:20][CH3:21])=[C:16]([O:22][CH:23]3[CH2:27][CH2:26][CH2:25][CH2:24]3)[CH:15]=2)[CH2:11][CH2:12][N:13]1[CH2:29][C:30]#[N:31])[C:2]1[CH:3]=[CH:4][CH:5]=[CH:6][CH:7]=1, predict the reactants needed to synthesize it. The reactants are: [CH2:1]([CH:8]1[NH:13][CH2:12][CH2:11][N:10]([C:14]2[CH:19]=[CH:18][C:17]([O:20][CH3:21])=[C:16]([O:22][CH:23]3[CH2:27][CH2:26][CH2:25][CH2:24]3)[CH:15]=2)[CH2:9]1)[C:2]1[CH:7]=[CH:6][CH:5]=[CH:4][CH:3]=1.Cl[CH2:29][C:30]#[N:31].C([O-])([O-])=O.[K+].[K+]. (9) The reactants are: [Br:1][C:2]1[CH:3]=[CH:4][C:5]([O:10][CH3:11])=[C:6]([CH2:8][OH:9])[CH:7]=1.[CH3:12][O:13][CH2:14][CH2:15]Br.[H-].[Na+].Cl. Given the product [Br:1][C:2]1[CH:3]=[CH:4][C:5]([O:10][CH3:11])=[C:6]([CH2:8][O:9][CH2:15][CH2:14][O:13][CH3:12])[CH:7]=1, predict the reactants needed to synthesize it.